From a dataset of Blood-brain barrier permeability classification from the B3DB database. Regression/Classification. Given a drug SMILES string, predict its absorption, distribution, metabolism, or excretion properties. Task type varies by dataset: regression for continuous measurements (e.g., permeability, clearance, half-life) or binary classification for categorical outcomes (e.g., BBB penetration, CYP inhibition). Dataset: b3db_classification. The molecule is CO[C@@H]1[C@@H](O[C@@H]2O[C@H](C)[C@@H](O[C@H]3C[C@@](C)(O)[C@@H](OC(=O)CC(C)C)[C@H](C)O3)[C@H](N(C)C)[C@H]2O)[C@@H](CC=O)C[C@@H](C)[C@@H](O)C=CC=CC[C@@H](C)OC(=O)C[C@H]1OC(C)=O. The result is 0 (does not penetrate BBB).